Dataset: Catalyst prediction with 721,799 reactions and 888 catalyst types from USPTO. Task: Predict which catalyst facilitates the given reaction. (1) Reactant: [CH3:1][CH2:2][CH2:3][C@H:4]([NH:10][C@H:11]([C:13]([N:15]1[C@H:23]([C:24]([OH:26])=[O:25])[CH2:22][C@H:21]2[C@@H:16]1[CH2:17][CH2:18][CH2:19][CH2:20]2)=[O:14])[CH3:12])[C:5]([O:7][CH2:8][CH3:9])=[O:6].[C:27](N)([CH3:30])([CH3:29])[CH3:28].[C:32]([C@@H:37](N[C@H](C(O)=O)C)[CH2:38]CC)(OCC)=O.ON1C2C=CC=CC=2N=N1. Product: [CH3:1][CH2:2][CH2:3][C@H:4]([NH:10][C@H:11]([C:13]([N:15]1[C@@H:23]([C:24]([O:26][CH2:28][C:27]2[CH:30]=[CH:38][CH:37]=[CH:32][CH:29]=2)=[O:25])[CH2:22][C@H:21]2[C@@H:16]1[CH2:17][CH2:18][CH2:19][CH2:20]2)=[O:14])[CH3:12])[C:5]([O:7][CH2:8][CH3:9])=[O:6]. The catalyst class is: 66. (2) Reactant: [F:1][C:2]([F:20])([F:19])[C:3]1[CH:8]=[CH:7][CH:6]=[CH:5][C:4]=1[C:9]1[N:14]=[C:13]([NH2:15])[C:12]([N+:16]([O-:18])=[O:17])=[CH:11][CH:10]=1.[H-].[Na+].[C:23]([C:27]1[CH:28]=[C:29]([C:33](Cl)=[O:34])[N:30]([CH3:32])[N:31]=1)([CH3:26])([CH3:25])[CH3:24]. Product: [C:23]([C:27]1[CH:28]=[C:29]([C:33]([N:15]([C:13]2[C:12]([N+:16]([O-:18])=[O:17])=[CH:11][CH:10]=[C:9]([C:4]3[CH:5]=[CH:6][CH:7]=[CH:8][C:3]=3[C:2]([F:1])([F:19])[F:20])[N:14]=2)[C:33]([C:29]2[N:30]([CH3:32])[N:31]=[C:27]([C:23]([CH3:25])([CH3:24])[CH3:26])[CH:28]=2)=[O:34])=[O:34])[N:30]([CH3:32])[N:31]=1)([CH3:26])([CH3:25])[CH3:24]. The catalyst class is: 1. (3) Reactant: [NH2:1][C:2]1[C:20]([N+:21]([O-])=O)=[CH:19][C:5]([C:6]([NH:8][C@H:9]2[CH2:14][CH2:13][C@H:12]([C:15]([F:18])([F:17])[F:16])[CH2:11][CH2:10]2)=[O:7])=[C:4]([O:24][CH2:25][CH:26]([F:28])[F:27])[N:3]=1. Product: [NH2:21][C:20]1[C:2]([NH2:1])=[N:3][C:4]([O:24][CH2:25][CH:26]([F:27])[F:28])=[C:5]([CH:19]=1)[C:6]([NH:8][C@H:9]1[CH2:14][CH2:13][C@H:12]([C:15]([F:17])([F:16])[F:18])[CH2:11][CH2:10]1)=[O:7]. The catalyst class is: 814.